This data is from Reaction yield outcomes from USPTO patents with 853,638 reactions. The task is: Predict the reaction yield, written as a fraction of the theoretical maximum amount of product (1.0 means a 100% yield; for example, 0.34 means a 34% yield). The reactants are [F:1][C@@H:2]1[CH2:7][CH2:6][N:5]([C:8]([O:10][C:11]([CH3:14])([CH3:13])[CH3:12])=[O:9])[CH2:4][C@H:3]1[OH:15].[CH3:16][C:17]1[CH:22]=[CH:21][C:20]([S:23](Cl)(=[O:25])=[O:24])=[CH:19][CH:18]=1. The catalyst is N1C=CC=CC=1. The product is [F:1][C@@H:2]1[CH2:7][CH2:6][N:5]([C:8]([O:10][C:11]([CH3:12])([CH3:14])[CH3:13])=[O:9])[CH2:4][C@H:3]1[O:15][S:23]([C:20]1[CH:21]=[CH:22][C:17]([CH3:16])=[CH:18][CH:19]=1)(=[O:25])=[O:24]. The yield is 0.750.